From a dataset of Peptide-MHC class II binding affinity with 134,281 pairs from IEDB. Regression. Given a peptide amino acid sequence and an MHC pseudo amino acid sequence, predict their binding affinity value. This is MHC class II binding data. (1) The MHC is DRB1_0401 with pseudo-sequence DRB1_0401. The binding affinity (normalized) is 0.306. The peptide sequence is APEDKYEAFVLHFSE. (2) The peptide sequence is SWDLELSWNLNGLQAY. The MHC is DRB1_0802 with pseudo-sequence DRB1_0802. The binding affinity (normalized) is 0.419. (3) The peptide sequence is ISASSAAQRRGRIGR. The MHC is HLA-DQA10102-DQB10501 with pseudo-sequence HLA-DQA10102-DQB10501. The binding affinity (normalized) is 0.311. (4) The peptide sequence is VFNICQAVTANVNAL. The MHC is DRB1_0701 with pseudo-sequence DRB1_0701. The binding affinity (normalized) is 0.586. (5) The peptide sequence is NYPIVQNLQGQMVHQAISPR. The MHC is HLA-DPA10201-DPB11401 with pseudo-sequence HLA-DPA10201-DPB11401. The binding affinity (normalized) is 0.260. (6) The peptide sequence is YDKFLANVSTVETGK. The MHC is DRB1_0401 with pseudo-sequence DRB1_0401. The binding affinity (normalized) is 0.572. (7) The peptide sequence is LGGVMGGLWKYLNAV. The MHC is DRB3_0301 with pseudo-sequence DRB3_0301. The binding affinity (normalized) is 0.477.